Dataset: Full USPTO retrosynthesis dataset with 1.9M reactions from patents (1976-2016). Task: Predict the reactants needed to synthesize the given product. (1) The reactants are: I[C:2]1[CH:3]=[CH:4][C:5]([CH3:10])=[C:6]([O:8][CH3:9])[CH:7]=1.C(B(CC)[C:14]1[CH:15]=[N:16][CH:17]=[CH:18][CH:19]=1)C.C(=O)([O-])[O-].[Na+].[Na+].C(O)C. Given the product [CH3:10][C:5]1[CH:4]=[CH:3][C:2]([C:14]2[CH:15]=[N:16][CH:17]=[CH:18][CH:19]=2)=[CH:7][C:6]=1[O:8][CH3:9], predict the reactants needed to synthesize it. (2) Given the product [NH2:29][C:12]1[C:11]([C:2]#[C:1][C:3]2[CH:4]=[C:5]([OH:9])[CH:6]=[CH:7][CH:8]=2)=[N:16][C:15]([C:17]2[CH:18]=[CH:19][C:20]([S:23]([CH:26]([CH3:28])[CH3:27])(=[O:25])=[O:24])=[CH:21][CH:22]=2)=[CH:14][N:13]=1, predict the reactants needed to synthesize it. The reactants are: [C:1]([C:3]1[CH:4]=[C:5]([OH:9])[CH:6]=[CH:7][CH:8]=1)#[CH:2].Br[C:11]1[C:12]([NH2:29])=[N:13][CH:14]=[C:15]([C:17]2[CH:22]=[CH:21][C:20]([S:23]([CH:26]([CH3:28])[CH3:27])(=[O:25])=[O:24])=[CH:19][CH:18]=2)[N:16]=1.CCN(CC)CC. (3) Given the product [NH2:30][C:31]1[CH:36]=[CH:35][C:34]2[N:37]=[C:4]([C:6]3[C:7](=[O:23])[N:8]([CH2:18][CH2:19][CH:20]([CH3:21])[CH3:22])[N:9]=[C:10]([C:13]4[S:14][CH:15]=[CH:16][CH:17]=4)[C:11]=3[OH:12])[NH:39][S:38](=[O:41])(=[O:40])[C:33]=2[CH:32]=1, predict the reactants needed to synthesize it. The reactants are: C(O[C:4]([C:6]1[C:7](=[O:23])[N:8]([CH2:18][CH2:19][CH:20]([CH3:22])[CH3:21])[N:9]=[C:10]([C:13]2[S:14][CH:15]=[CH:16][CH:17]=2)[C:11]=1[OH:12])=O)C.C(OC(=O)[NH:30][C:31]1[CH:36]=[CH:35][C:34]([NH2:37])=[C:33]([S:38](=[O:41])(=[O:40])[NH2:39])[CH:32]=1)(C)(C)C. (4) Given the product [CH3:46][O:45][C:43](=[O:44])[CH2:42][O:23][C:20]1[CH:21]=[CH:22][C:17]([C:13]2[CH:12]=[C:11]3[C:16](=[CH:15][CH:14]=2)[N:8]([CH2:1][C:2]2[CH:3]=[CH:4][CH:5]=[CH:6][CH:7]=2)[C:9]([C:29]2[CH:30]=[CH:31][CH:32]=[CH:33][CH:34]=2)=[C:10]3[CH2:24][CH2:25][CH2:26][CH2:27][CH3:28])=[CH:18][CH:19]=1, predict the reactants needed to synthesize it. The reactants are: [CH2:1]([N:8]1[C:16]2[C:11](=[CH:12][C:13]([C:17]3[CH:22]=[CH:21][C:20]([OH:23])=[CH:19][CH:18]=3)=[CH:14][CH:15]=2)[C:10]([CH2:24][CH2:25][CH2:26][CH2:27][CH3:28])=[C:9]1[C:29]1[CH:34]=[CH:33][CH:32]=[CH:31][CH:30]=1)[C:2]1[CH:7]=[CH:6][CH:5]=[CH:4][CH:3]=1.C([O-])([O-])=O.[K+].[K+].Br[CH2:42][C:43]([O:45][CH3:46])=[O:44]. (5) Given the product [C:19]([O:22][C:23](=[O:24])[NH:1][CH2:2][C:3]1[C:4]([NH2:10])=[N:5][C:6]([CH3:9])=[N:7][CH:8]=1)([CH3:21])([CH3:20])[CH3:18], predict the reactants needed to synthesize it. The reactants are: [NH2:1][CH2:2][C:3]1[C:4]([NH2:10])=[N:5][C:6]([CH3:9])=[N:7][CH:8]=1.C(N(CC)CC)C.[CH3:18][C:19]([O:22][C:23](O[C:23]([O:22][C:19]([CH3:21])([CH3:20])[CH3:18])=[O:24])=[O:24])([CH3:21])[CH3:20]. (6) The reactants are: [CH:1]([C:4]1[CH:5]=[C:6]([C:12]([OH:14])=O)[S:7][C:8]=1[CH:9]([CH3:11])[CH3:10])([CH3:3])[CH3:2].[CH3:15][O:16][C:17]1[CH:26]=[C:25]([NH2:27])[CH:24]=[CH:23][C:18]=1[C:19]([O:21][CH3:22])=[O:20]. Given the product [CH3:15][O:16][C:17]1[CH:26]=[C:25]([NH:27][C:12]([C:6]2[S:7][C:8]([CH:9]([CH3:10])[CH3:11])=[C:4]([CH:1]([CH3:2])[CH3:3])[CH:5]=2)=[O:14])[CH:24]=[CH:23][C:18]=1[C:19]([O:21][CH3:22])=[O:20], predict the reactants needed to synthesize it. (7) Given the product [Br:24][CH2:25][CH2:26][CH2:27][C:28]([NH:16][CH:13]1[CH2:12][CH2:11][N:10]([C:8]2[S:7][N:6]=[C:5]([CH:2]([CH3:4])[CH3:3])[N:9]=2)[CH2:15][CH2:14]1)=[O:29], predict the reactants needed to synthesize it. The reactants are: Cl.[CH:2]([C:5]1[N:9]=[C:8]([N:10]2[CH2:15][CH2:14][CH:13]([NH2:16])[CH2:12][CH2:11]2)[S:7][N:6]=1)([CH3:4])[CH3:3].C(N(CC)CC)C.[Br:24][CH2:25][CH2:26][CH2:27][C:28](Cl)=[O:29]. (8) Given the product [Cl:1][C:2]1[CH:3]=[C:4]2[C:8](=[CH:9][CH:10]=1)[NH:7][C:6]([CH2:11][CH2:12][CH2:13][CH2:14][CH2:15][CH2:16][CH3:17])=[CH:5]2, predict the reactants needed to synthesize it. The reactants are: [Cl:1][C:2]1[CH:3]=[C:4]2[C:8](=[CH:9][CH:10]=1)[NH:7][C:6]([CH:11]=[CH:12][CH2:13][CH2:14][CH2:15][CH2:16][CH3:17])=[CH:5]2.[H][H]. (9) The reactants are: ClN1[N:7]=[C:6]([Cl:8])C=CN1.[CH2:9]([N:11]([CH2:14]C)CC)C.[C:16]([N:23]1[CH2:28][CH2:27][NH:26][CH2:25][CH2:24]1)([O:18][C:19]([CH3:22])([CH3:21])[CH3:20])=[O:17].C(OCC)(=O)C.C(#[N:37])C. Given the product [C:19]([O:18][C:16]([N:23]1[CH2:24][CH2:25][N:26]([C:9]2[N:7]=[C:6]([Cl:8])[N:37]=[CH:14][N:11]=2)[CH2:27][CH2:28]1)=[O:17])([CH3:22])([CH3:21])[CH3:20], predict the reactants needed to synthesize it.